Dataset: Catalyst prediction with 721,799 reactions and 888 catalyst types from USPTO. Task: Predict which catalyst facilitates the given reaction. Reactant: [C:1]([O:5][C:6](=[O:35])[NH:7][CH2:8][CH2:9][CH2:10][NH:11][CH:12]([C:16]1[N:25]([CH2:26][C:27]2[CH:32]=[CH:31][CH:30]=[CH:29][CH:28]=2)[C:24](=[O:33])[C:23]2[C:18](=[CH:19][C:20]([Cl:34])=[CH:21][CH:22]=2)[N:17]=1)[CH:13]([CH3:15])[CH3:14])([CH3:4])([CH3:3])[CH3:2].CCN(C(C)C)C(C)C.[C:45]1([CH3:54])[CH:50]=[CH:49][C:48]([C:51](Cl)=[O:52])=[CH:47][CH:46]=1. Product: [C:1]([O:5][C:6](=[O:35])[NH:7][CH2:8][CH2:9][CH2:10][N:11]([CH:12]([C:16]1[N:25]([CH2:26][C:27]2[CH:32]=[CH:31][CH:30]=[CH:29][CH:28]=2)[C:24](=[O:33])[C:23]2[C:18](=[CH:19][C:20]([Cl:34])=[CH:21][CH:22]=2)[N:17]=1)[CH:13]([CH3:15])[CH3:14])[C:51](=[O:52])[C:48]1[CH:49]=[CH:50][C:45]([CH3:54])=[CH:46][CH:47]=1)([CH3:3])([CH3:4])[CH3:2]. The catalyst class is: 2.